Dataset: NCI-60 drug combinations with 297,098 pairs across 59 cell lines. Task: Regression. Given two drug SMILES strings and cell line genomic features, predict the synergy score measuring deviation from expected non-interaction effect. Drug 1: CN(CC1=CN=C2C(=N1)C(=NC(=N2)N)N)C3=CC=C(C=C3)C(=O)NC(CCC(=O)O)C(=O)O. Drug 2: CN(CCCl)CCCl.Cl. Cell line: LOX IMVI. Synergy scores: CSS=44.4, Synergy_ZIP=-2.20, Synergy_Bliss=-7.11, Synergy_Loewe=-9.35, Synergy_HSA=-6.20.